This data is from Forward reaction prediction with 1.9M reactions from USPTO patents (1976-2016). The task is: Predict the product of the given reaction. (1) Given the reactants [OH:1][CH2:2][CH2:3][CH2:4][O:5][CH2:6][CH2:7][CH2:8][OH:9].F[C:11]([C:13]([C:19]([F:22])([F:21])[F:20])([C:15]([F:18])([F:17])[F:16])[F:14])=[O:12], predict the reaction product. The product is: [C:13]([C:11]([O:1][CH2:2][CH2:3][CH2:4][O:5][CH2:6][CH2:7][CH2:8][O:9][C:11]([C:13]([C:15]([F:16])([F:17])[F:18])([C:19]([F:20])([F:22])[F:21])[F:14])=[O:12])=[O:12])([C:19]([F:22])([F:21])[F:20])([C:15]([F:18])([F:17])[F:16])[F:14]. (2) The product is: [CH2:29]([C:31]1[C:32]([O:39][CH3:40])=[CH:33][C:34]([CH2:37][NH:2][CH:3]2[CH2:4][CH2:5][N:6]([CH2:9][CH2:10][N:11]3[C:20]4[C:15](=[N:16][CH:17]=[C:18]([O:21][CH3:22])[CH:19]=4)[CH:14]=[CH:13][C:12]3=[O:23])[CH2:7][CH2:8]2)=[N:35][CH:36]=1)[CH3:30]. Given the reactants Cl.[NH2:2][CH:3]1[CH2:8][CH2:7][N:6]([CH2:9][CH2:10][N:11]2[C:20]3[C:15](=[N:16][CH:17]=[C:18]([O:21][CH3:22])[CH:19]=3)[CH:14]=[CH:13][C:12]2=[O:23])[CH2:5][CH2:4]1.C[O-].[Na+].CO.[CH2:29]([C:31]1[C:32]([O:39][CH3:40])=[CH:33][C:34]([CH:37]=O)=[N:35][CH:36]=1)[CH3:30].C([BH3-])#N.[Na+].C(=O)([O-])O.[Na+], predict the reaction product.